This data is from Forward reaction prediction with 1.9M reactions from USPTO patents (1976-2016). The task is: Predict the product of the given reaction. (1) Given the reactants Br[CH2:2][C:3]([C:5]1[CH:6]=[C:7]2[C:11](=[CH:12][CH:13]=1)[NH:10][C:9]1[N:14]=[C:15](Cl)[CH:16]=[CH:17][C:8]2=1)=O.[O-]P([O-])([O-])=O.[K+].[K+].[K+].[CH3:27][OH:28], predict the reaction product. The product is: [CH3:27][O:28][C:8]1[CH:17]=[CH:16][C:3]([C:5]2[CH:6]=[C:7]3[C:11](=[CH:12][CH:13]=2)[NH:10][C:9]2[N:14]=[CH:15][C:16]([CH:2]=[CH:3][C:5]4[CH:13]=[CH:12][CH:11]=[CH:7][CH:6]=4)=[CH:17][C:8]3=2)=[CH:2][CH:9]=1. (2) Given the reactants [Cl:1][C:2]1[CH:7]=[CH:6][C:5]([C:8]2[C:14]3[CH:15]=[C:16]([OH:19])[CH:17]=[CH:18][C:13]=3[N:12]3[C:20]([CH3:23])=[N:21][N:22]=[C:11]3[C@H:10]([CH2:24][C:25]([NH:27][CH2:28][CH3:29])=[O:26])[N:9]=2)=[CH:4][CH:3]=1.C(=O)([O-])[O-].[K+].[K+].CS(O[CH2:41][CH2:42][O:43][CH2:44][CH2:45][O:46][CH2:47][CH2:48][O:49][CH2:50][CH2:51][O:52][CH2:53][CH2:54][O:55][CH2:56][CH2:57][NH:58][C:59](=[O:65])[O:60][C:61]([CH3:64])([CH3:63])[CH3:62])(=O)=O, predict the reaction product. The product is: [C:61]([O:60][C:59](=[O:65])[NH:58][CH2:57][CH2:56][O:55][CH2:54][CH2:53][O:52][CH2:51][CH2:50][O:49][CH2:48][CH2:47][O:46][CH2:45][CH2:44][O:43][CH2:42][CH2:41][O:19][C:16]1[CH:17]=[CH:18][C:13]2[N:12]3[C:20]([CH3:23])=[N:21][N:22]=[C:11]3[C@H:10]([CH2:24][C:25]([NH:27][CH2:28][CH3:29])=[O:26])[N:9]=[C:8]([C:5]3[CH:6]=[CH:7][C:2]([Cl:1])=[CH:3][CH:4]=3)[C:14]=2[CH:15]=1)([CH3:64])([CH3:63])[CH3:62]. (3) Given the reactants [Cl:1][C:2]1[CH:10]=[C:6]([C:7]([OH:9])=O)[C:5]([OH:11])=[CH:4][CH:3]=1.[CH3:12][O:13][C:14]1[CH:20]=[CH:19][C:17]([NH2:18])=[CH:16][C:15]=1[C:21]([F:24])([F:23])[F:22], predict the reaction product. The product is: [Cl:1][C:2]1[CH:3]=[CH:4][C:5]([OH:11])=[C:6]([CH:10]=1)[C:7]([NH:18][C:17]1[CH:19]=[CH:20][C:14]([O:13][CH3:12])=[C:15]([C:21]([F:22])([F:23])[F:24])[CH:16]=1)=[O:9]. (4) Given the reactants [F:1][C:2]1[C:7]([O:8][CH3:9])=[CH:6][C:5]([O:10][CH3:11])=[C:4]([F:12])[C:3]=1[N:13]1[CH2:18][C:17]2[CH:19]=[N:20][C:21](/[CH:23]=[N:24]/O)=[CH:22][C:16]=2[N:15]([CH2:26][CH3:27])[C:14]1=[O:28].Cl, predict the reaction product. The product is: [NH2:24][CH2:23][C:21]1[N:20]=[CH:19][C:17]2[CH2:18][N:13]([C:3]3[C:4]([F:12])=[C:5]([O:10][CH3:11])[CH:6]=[C:7]([O:8][CH3:9])[C:2]=3[F:1])[C:14](=[O:28])[N:15]([CH2:26][CH3:27])[C:16]=2[CH:22]=1. (5) Given the reactants [F:1][C:2]1[CH:3]=[C:4]([CH:13]([NH:17][C:18]([N:20]2[CH2:25][C:24](=[O:26])[N:23](COCC[Si](C)(C)C)[C:22]3[CH:35]=[C:36]([O:39][CH3:40])[CH:37]=[N:38][C:21]2=3)=[O:19])[CH2:14][O:15][CH3:16])[CH:5]=[CH:6][C:7]=1[N:8]1[CH:12]=[CH:11][CH:10]=[CH:9]1, predict the reaction product. The product is: [F:1][C:2]1[CH:3]=[C:4]([CH:13]([NH:17][C:18]([N:20]2[CH2:25][C:24](=[O:26])[NH:23][C:22]3[CH:35]=[C:36]([O:39][CH3:40])[CH:37]=[N:38][C:21]2=3)=[O:19])[CH2:14][O:15][CH3:16])[CH:5]=[CH:6][C:7]=1[N:8]1[CH:9]=[CH:10][CH:11]=[CH:12]1.